This data is from Peptide-MHC class II binding affinity with 134,281 pairs from IEDB. The task is: Regression. Given a peptide amino acid sequence and an MHC pseudo amino acid sequence, predict their binding affinity value. This is MHC class II binding data. (1) The peptide sequence is SHLVRSWVTAGEIHA. The MHC is HLA-DQA10102-DQB10501 with pseudo-sequence HLA-DQA10102-DQB10501. The binding affinity (normalized) is 0.671. (2) The peptide sequence is YMDVISRRDQRGSGQ. The MHC is DRB1_0801 with pseudo-sequence DRB1_0801. The binding affinity (normalized) is 0.306.